Dataset: Full USPTO retrosynthesis dataset with 1.9M reactions from patents (1976-2016). Task: Predict the reactants needed to synthesize the given product. The reactants are: [Br:1][C:2]1[NH:3][C:4]2[C:9]([C:10]=1[CH:11]=[O:12])=[CH:8][C:7]([O:13][CH3:14])=[CH:6][CH:5]=2.[H-].[Na+].Cl[CH2:18][CH2:19][CH2:20][C:21]#[N:22].[Na+].[Cl-]. Given the product [Br:1][C:2]1[N:3]([CH2:18][CH2:19][CH2:20][C:21]#[N:22])[C:4]2[C:9]([C:10]=1[CH:11]=[O:12])=[CH:8][C:7]([O:13][CH3:14])=[CH:6][CH:5]=2, predict the reactants needed to synthesize it.